Dataset: Kinase inhibitor binding affinity data with 442 proteins and 68 drugs (Kd values). Task: Regression. Given a target protein amino acid sequence and a drug SMILES string, predict the binding affinity score between them. We predict pKd (pKd = -log10(Kd in M); higher means stronger binding). Dataset: davis. (1) The compound is Cn1cnc2c(F)c(Nc3ccc(Br)cc3Cl)c(C(=O)NOCCO)cc21. The target protein (ULK3) has sequence MAGPGWGPPRLDGFILTERLGSGTYATVYKAYAKKDTREVVAIKCVAKKSLNKASVENLLTEIEILKGIRHPHIVQLKDFQWDSDNIYLIMEFCAGGDLSRFIHTRRILPEKVARVFMQQLASALQFLHERNISHLDLKPQNILLSSLEKPHLKLADFGFAQHMSPWDEKHVLRGSPLYMAPEMVCQRQYDARVDLWSMGVILYEALFGQPPFASRSFSELEEKIRSNRVIELPLRPLLSRDCRDLLQRLLERDPSRRISFQDFFAHPWVDLEHMPSGESLGRATALVVQAVKKDQEGDSAAALSLYCKALDFFVPALHYEVDAQRKEAIKAKVGQYVSRAEELKAIVSSSNQALLRQGTSARDLLREMARDKPRLLAALEVASAAMAKEEAAGGEQDALDLYQHSLGELLLLLAAEPPGRRRELLHTEVQNLMARAEYLKEQVKMRESRWEADTLDKEGLSESVRSSCTLQ. The pKd is 5.0. (2) The small molecule is Cc1nc(Nc2ncc(C(=O)Nc3c(C)cccc3Cl)s2)cc(N2CCN(CCO)CC2)n1. The target protein is PFCDPK1(Pfalciparum). The pKd is 6.2. (3) The compound is OCCn1cc(-c2ccc3c(c2)CCC3=NO)c(-c2ccncc2)n1. The target protein (HIPK3) has sequence MASQVLVYPPYVYQTQSSAFCSVKKLKVEPSSCVFQERNYPRTYVNGRNFGNSHPPTKGSAFQTKIPFNRPRGHNFSLQTSAVVLKNTAGATKVIAAQAQQAHVQAPQIGAWRNRLHFLEGPQRCGLKRKSEELDNHSSAMQIVDELSILPAMLQTNMGNPVTVVTATTGSKQNCTTGEGDYQLVQHEVLCSMKNTYEVLDFLGRGTFGQVVKCWKRGTNEIVAIKILKNHPSYARQGQIEVSILARLSTENADEYNFVRAYECFQHRNHTCLVFEMLEQNLYDFLKQNKFSPLPLKVIRPILQQVATALKKLKSLGLIHADLKPENIMLVDPVRQPYRVKVIDFGSASHVSKTVCSTYLQSRYYRAPEIILGLPFCEAIDMWSLGCVIAELFLGWPLYPGALEYDQIRYISQTQGLPGEQLLNVGTKSTRFFCKETDMSHSGWRLKTLEEHEAETGMKSKEARKYIFNSLDDVAHVNTVMDLEGSDLLAEKADRREFVS.... The pKd is 5.0. (4) The compound is Cc1ccc(NC(=O)c2ccc(CN3CCN(C)CC3)cc2)cc1Nc1nc(-c2cccnc2)cs1. The target protein (TRPM6) has sequence MKEQPVLERLQSQKSWIKGVFDKRECSTIIPSSKNPHRCTPVCQVCQNLIRCYCGRLIGDHAGIDYSWTISAAKGKESEQWSVEKHTTKSPTDTFGTINFQDGEHTHHAKYIRTSYDTKLDHLLHLMLKEWKMELPKLVISVHGGIQNFTMPSKFKEIFSQGLVKAAETTGAWIITEGINTGVSKHVGDALKSHSSHSLRKIWTVGIPPWGVIENQRDLIGKDVVCLYQTLDNPLSKLTTLNSMHSHFILSDDGTVGKYGNEMKLRRNLEKYLSLQKIHCRSRQGVPVVGLVVEGGPNVILSVWETVKDKDPVVVCEGTGRAADLLAFTHKHLADEGMLRPQVKEEIICMIQNTFNFSLKQSKHLFQILMECMVHRDCITIFDADSEEQQDLDLAILTALLKGTNLSASEQLNLAMAWDRVDIAKKHILIYEQHWKPDALEQAMSDALVMDRVDFVKLLIEYGVNLHRFLTIPRLEELYNTKQGPTNTLLHHLVQDVKQH.... The pKd is 5.0.